This data is from Reaction yield outcomes from USPTO patents with 853,638 reactions. The task is: Predict the reaction yield, written as a fraction of the theoretical maximum amount of product (1.0 means a 100% yield; for example, 0.34 means a 34% yield). (1) The reactants are [F:1][C:2]1[CH:3]=[CH:4][C:5]([N:8]2[C:16]3[CH:15]=[CH:14][N:13]=[CH:12][C:11]=3[N:10]=[CH:9]2)=[N:6][CH:7]=1.[CH3:17][Mg+].[Br-].[Cl:20][C:21]1[C:29]([C:30]([F:33])([F:32])[F:31])=[CH:28][CH:27]=[CH:26][C:22]=1[C:23](Cl)=[O:24].[NH4+].[Cl-]. The catalyst is C1COCC1. The product is [Cl:20][C:21]1[C:29]([C:30]([F:33])([F:32])[F:31])=[CH:28][CH:27]=[CH:26][C:22]=1[C:23]([N:13]1[CH:14]=[CH:15][C:16]2[N:8]([C:5]3[CH:4]=[CH:3][C:2]([F:1])=[CH:7][N:6]=3)[CH:9]=[N:10][C:11]=2[CH:12]1[CH3:17])=[O:24]. The yield is 0.820. (2) The reactants are C(Cl)C[Cl:3].[NH2:5][C:6]1[N:11]=[CH:10][C:9](/[CH:12]=[CH:13]/[C:14]([OH:16])=O)=[CH:8][CH:7]=1.[CH:17]([O:20][C:21]1[C:29]([O:30][CH3:31])=[CH:28][CH:27]=[CH:26][C:22]=1[CH2:23]CN)([CH3:19])[CH3:18].C1C=CC2N(O)N=[N:38][C:36]=2C=1.CCN(C(C)C)C(C)C.Cl. The product is [ClH:3].[NH2:5][C:6]1[N:11]=[CH:10][C:9](/[CH:12]=[CH:13]/[C:14]([N:38]([CH2:23][C:22]2[CH:26]=[CH:27][CH:28]=[C:29]([O:30][CH3:31])[C:21]=2[O:20][CH:17]([CH3:18])[CH3:19])[CH3:36])=[O:16])=[CH:8][CH:7]=1. The yield is 0.460. The catalyst is CN(C=O)C.O.C(Cl)Cl. (3) The reactants are Br[C:2]1[C:3]([O:15][C:16]2[CH:25]=[CH:24][CH:23]=[C:22]3[C:17]=2[CH:18]=[CH:19][CH:20]=[N:21]3)=[CH:4][C:5]([NH:8][C:9]2[S:10][CH:11]=[C:12]([CH3:14])[N:13]=2)=[N:6][CH:7]=1.[CH2:26](B1C2CCCC1CCC2)[C:27]1[CH:32]=[CH:31][CH:30]=[CH:29][CH:28]=1.C(=O)([O-])[O-].[Cs+].[Cs+].CN(C=O)C. The catalyst is C1(P(C2C=CC=CC=2)[C-]2C=CC=C2)C=CC=CC=1.[C-]1(P(C2C=CC=CC=2)C2C=CC=CC=2)C=CC=C1.[Fe+2].Cl[Pd]Cl.O. The product is [CH2:26]([C:2]1[C:3]([O:15][C:16]2[CH:25]=[CH:24][CH:23]=[C:22]3[C:17]=2[CH:18]=[CH:19][CH:20]=[N:21]3)=[CH:4][C:5]([NH:8][C:9]2[S:10][CH:11]=[C:12]([CH3:14])[N:13]=2)=[N:6][CH:7]=1)[C:27]1[CH:32]=[CH:31][CH:30]=[CH:29][CH:28]=1. The yield is 0.0925. (4) The reactants are [Br:1][C:2]1[CH:14]=[C:13]2[C:5]([C:6]3[CH2:7][CH2:8][CH2:9][CH2:10][C:11]=3[NH:12]2)=[CH:4][CH:3]=1.ClC1C(=O)C(C#N)=C(C#N)C(=[O:23])C=1Cl. The catalyst is C1COCC1.O. The product is [Br:1][C:2]1[CH:14]=[C:13]2[C:5]([C:6]3[C:7](=[O:23])[CH2:8][CH2:9][CH2:10][C:11]=3[NH:12]2)=[CH:4][CH:3]=1. The yield is 0.810. (5) The reactants are [Si:1]([CH:8]1[C:12](=[CH:13][O:14][Si](C(C)(C)C)(C)C)[C:11]2[CH:22]=[CH:23][C:24]([O:30][CH3:31])=[C:25]([O:26][CH:27]([CH3:29])[CH3:28])[C:10]=2[O:9]1)([C:4]([CH3:7])([CH3:6])[CH3:5])([CH3:3])[CH3:2].Cl. The catalyst is CO. The product is [Si:1]([C:8]1[O:9][C:10]2[C:25]([O:26][CH:27]([CH3:28])[CH3:29])=[C:24]([O:30][CH3:31])[CH:23]=[CH:22][C:11]=2[C:12]=1[CH:13]=[O:14])([C:4]([CH3:6])([CH3:7])[CH3:5])([CH3:2])[CH3:3]. The yield is 0.480. (6) The reactants are C(=O)([O-])[O-].[Cs+].[Cs+].[CH3:7][O:8][C:9](=[O:21])[C:10]1[C:15]([F:16])=[C:14]([F:17])[C:13](Br)=[C:12]([F:19])[C:11]=1[F:20].B(O)(O)[C:23]1[CH:28]=[CH:27][C:26]([CH:29]=[O:30])=[CH:25][CH:24]=1. The catalyst is Cl[Pd](Cl)([P](C1C=CC=CC=1)(C1C=CC=CC=1)C1C=CC=CC=1)[P](C1C=CC=CC=1)(C1C=CC=CC=1)C1C=CC=CC=1. The product is [CH3:7][O:8][C:9]([C:10]1[C:15]([F:16])=[C:14]([F:17])[C:13]([C:23]2[CH:28]=[CH:27][C:26]([CH:29]=[O:30])=[CH:25][CH:24]=2)=[C:12]([F:19])[C:11]=1[F:20])=[O:21]. The yield is 0.552. (7) The reactants are [CH3:1][C:2]1[CH:7]=[C:6]([C:8]2[N:9]=[C:10]([NH2:20])[S:11][C:12]=2[C:13]2[CH:18]=[CH:17][CH:16]=[C:15]([CH3:19])[CH:14]=2)[CH:5]=[C:4]([CH3:21])[N:3]=1.[C:22]1([N:28]=[C:29]=[O:30])[CH:27]=[CH:26][CH:25]=[CH:24][CH:23]=1.C(=O)([O-])O.[Na+]. The catalyst is CN(C)C(=O)C. The product is [CH3:1][C:2]1[CH:7]=[C:6]([C:8]2[N:9]=[C:10]([NH:20][C:29]([NH:28][C:22]3[CH:27]=[CH:26][CH:25]=[CH:24][CH:23]=3)=[O:30])[S:11][C:12]=2[C:13]2[CH:18]=[CH:17][CH:16]=[C:15]([CH3:19])[CH:14]=2)[CH:5]=[C:4]([CH3:21])[N:3]=1. The yield is 0.480.